Task: Predict the reactants needed to synthesize the given product.. Dataset: Full USPTO retrosynthesis dataset with 1.9M reactions from patents (1976-2016) (1) Given the product [C:1]([C:5]1[CH:6]=[C:7]([CH:12]=[C:13]([CH2:15][OH:16])[CH:14]=1)[C:8]([OH:10])=[O:9])([CH3:4])([CH3:2])[CH3:3], predict the reactants needed to synthesize it. The reactants are: [C:1]([C:5]1[CH:6]=[C:7]([CH:12]=[C:13]([CH2:15][OH:16])[CH:14]=1)[C:8]([O:10]C)=[O:9])([CH3:4])([CH3:3])[CH3:2].[OH-].[Na+]. (2) Given the product [CH3:1][C:2]1[N:7]=[C:6]2[S:8][C:9]3[CH2:14][CH2:13][CH2:12][CH2:11][C:10]=3[C:5]2=[C:4]([C:15]2[CH:20]=[CH:19][C:18]([O:21][CH3:22])=[C:17]([O:23][CH3:24])[CH:16]=2)[C:3]=1[CH:25]([CH2:41][CH2:40][CH3:44])[C:26]([O:28][CH3:29])=[O:27], predict the reactants needed to synthesize it. The reactants are: [CH3:1][C:2]1[N:7]=[C:6]2[S:8][C:9]3[CH2:14][CH2:13][CH2:12][CH2:11][C:10]=3[C:5]2=[C:4]([C:15]2[CH:20]=[CH:19][C:18]([O:21][CH3:22])=[C:17]([O:23][CH3:24])[CH:16]=2)[C:3]=1[CH2:25][C:26]([O:28][CH3:29])=[O:27].[Li+].C[Si]([N-][Si](C)(C)C)(C)C.[CH2:40]1[CH2:44]OC[CH2:41]1.ICCC. (3) Given the product [Cl:14][C:15]1[CH:32]=[CH:31][C:18]([CH2:19][N:20]2[C:28]3[C:23](=[CH:24][C:25](/[CH:29]=[C:10]4/[C:11](=[O:12])[N:7]([N:1]5[CH2:6][CH2:5][O:4][CH2:3][CH2:2]5)[C:8](=[O:13])[S:9]/4)=[CH:26][CH:27]=3)[CH:22]=[N:21]2)=[C:17]([C:33]([F:34])([F:36])[F:35])[CH:16]=1, predict the reactants needed to synthesize it. The reactants are: [N:1]1([N:7]2[C:11](=[O:12])[CH2:10][S:9][C:8]2=[O:13])[CH2:6][CH2:5][O:4][CH2:3][CH2:2]1.[Cl:14][C:15]1[CH:32]=[CH:31][C:18]([CH2:19][N:20]2[C:28]3[C:23](=[CH:24][C:25]([CH:29]=O)=[CH:26][CH:27]=3)[CH:22]=[N:21]2)=[C:17]([C:33]([F:36])([F:35])[F:34])[CH:16]=1. (4) Given the product [CH2:14]([NH:13][CH2:21][C@@H:22]1[CH2:23][CH2:24][C@H:25]([CH2:28][C:29]([O:33][CH2:32][CH3:31])=[O:1])[CH2:26][CH2:27]1)[C:15]1[CH:16]=[CH:17][CH:18]=[CH:19][CH:20]=1, predict the reactants needed to synthesize it. The reactants are: [OH:1]S(O)(=O)=O.C([N:13]([CH2:21][C@@H:22]1[CH2:27][CH2:26][C@H:25]([CH2:28][C:29]#N)[CH2:24][CH2:23]1)[CH2:14][C:15]1[CH:20]=[CH:19][CH:18]=[CH:17][CH:16]=1)C1C=CC=CC=1.[CH3:31][CH2:32][OH:33].